This data is from Full USPTO retrosynthesis dataset with 1.9M reactions from patents (1976-2016). The task is: Predict the reactants needed to synthesize the given product. (1) Given the product [S:1]([O-:6])([OH:4])(=[O:3])=[O:2].[CH3:48][N+:38]([CH2:45][CH2:46][O:36][C:30]([CH2:31][CH2:32][CH2:33][CH2:34][CH3:35])=[O:37])([CH2:42][CH2:43][O:28][C:22]([CH2:23][CH2:24][CH2:25][CH2:26][CH3:27])=[O:29])[CH2:39][CH2:40][O:20][C:14]([CH2:15][CH2:16][CH2:17][CH2:18][CH3:19])=[O:21], predict the reactants needed to synthesize it. The reactants are: [S:1]([O:6]C)([O:4]C)(=[O:3])=[O:2].C(=O)([O-])[O-].[K+].[K+].[C:14]([OH:21])(=[O:20])[CH2:15][CH2:16][CH2:17][CH2:18][CH3:19].[C:22]([OH:29])(=[O:28])[CH2:23][CH2:24][CH2:25][CH2:26][CH3:27].[C:30]([OH:37])(=[O:36])[CH2:31][CH2:32][CH2:33][CH2:34][CH3:35].[N:38]([CH2:45][CH2:46]O)([CH2:42][CH2:43]O)[CH2:39][CH2:40]O.[CH2:48]=C. (2) Given the product [Cl:1][C:2]1[CH:7]=[C:6]([N+:8]([O-:10])=[O:9])[C:5]([S:23][CH2:18][CH3:17])=[CH:4][C:3]=1[O:12][CH3:13], predict the reactants needed to synthesize it. The reactants are: [Cl:1][C:2]1[CH:7]=[C:6]([N+:8]([O-:10])=[O:9])[C:5](Cl)=[CH:4][C:3]=1[O:12][CH3:13].ClC1C=[CH:17][C:18]([S:23]CC)=C(C=1)C#N. (3) Given the product [CH:34]([N:8]([CH2:6][C:5]1[CH:37]=[CH:38][C:2]([O:1][CH2:40][CH2:41][N:43]2[CH2:47][CH2:46][CH2:45][CH2:44]2)=[CH:3][CH:4]=1)[C:9]1[CH:14]=[C:13]([O:15][CH3:16])[CH:12]=[CH:11][C:10]=1[CH:17]1[CH2:18][CH2:19][C:24]2[CH:23]=[C:22]([OH:27])[CH:21]=[CH:20][C:25]=2[CH2:26]1)([CH3:36])[CH3:35], predict the reactants needed to synthesize it. The reactants are: [OH:1][C:2]1[CH:38]=[CH:37][C:5]([C:6]([N:8]([CH:34]([CH3:36])[CH3:35])[C:9]2[CH:14]=[C:13]([O:15][CH3:16])[CH:12]=[CH:11][C:10]=2[CH:17]2[CH2:26][CH2:25][C:24]3[CH:23]=[C:22]([O:27]C(=O)C(C)(C)C)[CH:21]=[CH:20][C:19]=3[CH2:18]2)=O)=[CH:4][CH:3]=1.Cl[CH2:40][C:41]([N:43]1[CH2:47][CH2:46][CH2:45][CH2:44]1)=O. (4) The reactants are: [CH2:1]([C:4]1[S:5][CH:6]=[CH:7][CH:8]=1)[CH2:2][CH3:3].C1C(=O)N([Br:16])C(=O)C1. Given the product [Br:16][C:6]1[S:5][C:4]([CH2:1][CH2:2][CH3:3])=[CH:8][CH:7]=1, predict the reactants needed to synthesize it. (5) Given the product [C:48]([O:51][C:52](=[O:53])[NH:54][CH:55]1[CH2:58][N:57]([C:44]([C:27]2[N:28]=[C:29]3[C:34]([C:35]([F:38])([F:36])[F:37])=[CH:33][C:32]([C:39]4[CH:40]=[N:41][NH:42][CH:43]=4)=[CH:31][N:30]3[C:26]=2[Br:25])=[O:45])[CH2:56]1)([CH3:50])([CH3:47])[CH3:49], predict the reactants needed to synthesize it. The reactants are: CN(C(ON1N=NC2C=CC=NC1=2)=[N+](C)C)C.F[P-](F)(F)(F)(F)F.[Br:25][C:26]1[N:30]2[CH:31]=[C:32]([C:39]3[CH:40]=[N:41][NH:42][CH:43]=3)[CH:33]=[C:34]([C:35]([F:38])([F:37])[F:36])[C:29]2=[N:28][C:27]=1[C:44](O)=[O:45].[CH3:47][C:48]([O:51][C:52]([NH:54][CH:55]1[CH2:58][NH:57][CH2:56]1)=[O:53])([CH3:50])[CH3:49]. (6) Given the product [C:8]([O:12][C:13]([NH:14][C:15]1[CH:16]=[C:17]([C:21]2[N:24]=[C:4]([CH2:3][CH2:2][C:1]([OH:6])=[O:7])[O:5][N:22]=2)[CH:18]=[CH:19][CH:20]=1)=[O:25])([CH3:11])([CH3:9])[CH3:10], predict the reactants needed to synthesize it. The reactants are: [C:1]1(=[O:7])[O:6][C:4](=[O:5])[CH2:3][CH2:2]1.[C:8]([O:12][C:13](=[O:25])[NH:14][C:15]1[CH:20]=[CH:19][CH:18]=[C:17]([C:21](=[NH:24])[NH:22]O)[CH:16]=1)([CH3:11])([CH3:10])[CH3:9]. (7) Given the product [Cl:30][C:29]1[C:24]([C:5]2[CH:6]=[CH:7][C:2]([CH3:1])=[C:3]([CH:11]3[C:16](=[O:17])[C:15]([CH3:19])([CH3:18])[O:14][C:13]([CH3:21])([CH3:20])[C:12]3=[O:22])[CH:4]=2)=[N:25][CH:26]=[C:27]([Cl:31])[CH:28]=1, predict the reactants needed to synthesize it. The reactants are: [CH3:1][C:2]1[CH:7]=[CH:6][C:5](B(O)O)=[CH:4][C:3]=1[CH:11]1[C:16](=[O:17])[C:15]([CH3:19])([CH3:18])[O:14][C:13]([CH3:21])([CH3:20])[C:12]1=[O:22].Br[C:24]1[C:29]([Cl:30])=[CH:28][C:27]([Cl:31])=[CH:26][N:25]=1.[Na].[Na].[Na].S(C1C=C(P(C2C=CC=C(S(O)(=O)=O)C=2)C2C=CC=C(S(O)(=O)=O)C=2)C=CC=1)(O)(=O)=O.P([O-])([O-])([O-])=O.[K+].[K+].[K+].